From a dataset of Catalyst prediction with 721,799 reactions and 888 catalyst types from USPTO. Predict which catalyst facilitates the given reaction. (1) Reactant: [NH2:1][OH:2].C(N(CC)CC)C.[C:10]([O:14][C:15]([O:17]C([O-])=O)=O)([CH3:13])([CH3:12])[CH3:11]. Product: [C:15]([NH:1][OH:2])([O:14][C:10]([CH3:13])([CH3:12])[CH3:11])=[O:17]. The catalyst class is: 2. (2) Reactant: [Si:1]([O:8][C@H:9]([CH2:43][O:44][C:45]1[CH:50]=[CH:49][CH:48]=[CH:47][CH:46]=1)[CH2:10][N:11]([CH2:19][C@@H:20]1[CH2:29][CH2:28][C:27]2[C:22](=[CH:23][CH:24]=[C:25]([C:30]3[CH:31]=[CH:32][C:33]4[C:38](=[O:39])[O:37][C:36](C)(C)[O:35][C:34]=4[CH:42]=3)[CH:26]=2)[O:21]1)[C:12](=[O:18])[O:13][C:14]([CH3:17])([CH3:16])[CH3:15])([C:4]([CH3:7])([CH3:6])[CH3:5])([CH3:3])[CH3:2].C(=O)([O-])[O-].[K+].[K+]. Product: [C:14]([O:13][C:12]([N:11]([CH2:19][C@@H:20]1[CH2:29][CH2:28][C:27]2[C:22](=[CH:23][CH:24]=[C:25]([C:30]3[CH:31]=[CH:32][C:33]([C:38]([O:37][CH3:36])=[O:39])=[C:34]([OH:35])[CH:42]=3)[CH:26]=2)[O:21]1)[CH2:10][C@H:9]([O:8][Si:1]([C:4]([CH3:5])([CH3:7])[CH3:6])([CH3:3])[CH3:2])[CH2:43][O:44][C:45]1[CH:46]=[CH:47][CH:48]=[CH:49][CH:50]=1)=[O:18])([CH3:15])([CH3:16])[CH3:17]. The catalyst class is: 5. (3) Reactant: [C:1]([O:5][C:6]([N:8]1[CH2:11][CH:10]([C:12]([OH:14])=[O:13])[CH2:9]1)=[O:7])([CH3:4])([CH3:3])[CH3:2].[Si](C=[N+]=[N-])(C)(C)[CH3:16].CC(O)=O. Product: [N:8]1([C:6]([O:5][C:1]([CH3:4])([CH3:2])[CH3:3])=[O:7])[CH2:9][CH:10]([C:12]([O:14][CH3:16])=[O:13])[CH2:11]1. The catalyst class is: 5. (4) Reactant: [C:1]1([CH2:7][CH2:8][N:9]2[C:18]3[C:13](=[CH:14][CH:15]=[CH:16][CH:17]=3)[CH2:12][CH2:11][CH:10]2[CH2:19][NH:20][C:21]([NH:23][C:24]2[CH:32]=[CH:31][CH:30]=[C:29]3[C:25]=2[CH:26]=[N:27][N:28]3C(OC)=O)=[O:22])[CH:6]=[CH:5][CH:4]=[CH:3][CH:2]=1.[OH-].[Na+]. Product: [NH:28]1[C:29]2[C:25](=[C:24]([NH:23][C:21]([NH:20][CH2:19][CH:10]3[CH2:11][CH2:12][C:13]4[C:18](=[CH:17][CH:16]=[CH:15][CH:14]=4)[N:9]3[CH2:8][CH2:7][C:1]3[CH:6]=[CH:5][CH:4]=[CH:3][CH:2]=3)=[O:22])[CH:32]=[CH:31][CH:30]=2)[CH:26]=[N:27]1. The catalyst class is: 24. (5) Reactant: C(OC(=O)[NH:7][CH2:8][C:9]1[CH:14]=[CH:13][C:12]([O:15][CH2:16][CH2:17][F:18])=[CH:11][C:10]=1[O:19][CH3:20])(C)(C)C.[ClH:22]. Product: [ClH:22].[F:18][CH2:17][CH2:16][O:15][C:12]1[CH:13]=[CH:14][C:9]([CH2:8][NH2:7])=[C:10]([O:19][CH3:20])[CH:11]=1. The catalyst class is: 15. (6) Reactant: [CH3:1][O:2][C:3]1[CH:8]=[CH:7][C:6]([C:9]2[CH:10]=[N:11][C:12]([NH:15][C:16]3[CH:17]=[CH:18][C:19]([C:22]([OH:24])=O)=[N:20][CH:21]=3)=[N:13][CH:14]=2)=[CH:5][CH:4]=1.CN(C(ON1N=NC2C=CC=NC1=2)=[N+](C)C)C.F[P-](F)(F)(F)(F)F.CCN(C(C)C)C(C)C.[C:58]([O:62][C:63]([N:65]1[CH2:70][CH2:69][NH:68][CH2:67][CH2:66]1)=[O:64])([CH3:61])([CH3:60])[CH3:59]. Product: [C:58]([O:62][C:63]([N:65]1[CH2:70][CH2:69][N:68]([C:22]([C:19]2[CH:18]=[CH:17][C:16]([NH:15][C:12]3[N:13]=[CH:14][C:9]([C:6]4[CH:5]=[CH:4][C:3]([O:2][CH3:1])=[CH:8][CH:7]=4)=[CH:10][N:11]=3)=[CH:21][N:20]=2)=[O:24])[CH2:67][CH2:66]1)=[O:64])([CH3:61])([CH3:59])[CH3:60]. The catalyst class is: 3. (7) Reactant: [C:1]([O:5][C:6]([N:8]1[CH2:13][CH2:12][CH2:11][CH2:10][CH:9]1[C:14]([OH:16])=O)=[O:7])([CH3:4])([CH3:3])[CH3:2].Cl.[C:18]1([CH2:24][CH2:25][CH2:26][CH:27]([NH2:37])[CH2:28][CH2:29][CH2:30][C:31]2[CH:36]=[CH:35][CH:34]=[CH:33][CH:32]=2)[CH:23]=[CH:22][CH:21]=[CH:20][CH:19]=1.C(N(C(C)C)CC)(C)C.C1CN([P+](ON2N=NC3C=CC=CC2=3)(N2CCCC2)N2CCCC2)CC1.F[P-](F)(F)(F)(F)F. Product: [C:31]1([CH2:30][CH2:29][CH2:28][CH:27]([NH:37][C:14]([CH:9]2[CH2:10][CH2:11][CH2:12][CH2:13][N:8]2[C:6]([O:5][C:1]([CH3:2])([CH3:3])[CH3:4])=[O:7])=[O:16])[CH2:26][CH2:25][CH2:24][C:18]2[CH:19]=[CH:20][CH:21]=[CH:22][CH:23]=2)[CH:36]=[CH:35][CH:34]=[CH:33][CH:32]=1. The catalyst class is: 2. (8) Reactant: [H-].[Na+].[C:3]([O:7][C:8](=[O:25])[NH:9][C@@H:10]([CH2:18][C:19]1[CH:24]=[CH:23][CH:22]=[CH:21][CH:20]=1)[C@H:11]([C:13](=[O:17])[N:14]([CH3:16])[CH3:15])[OH:12])([CH3:6])([CH3:5])[CH3:4].[CH3:26]I.[Cl-].[NH4+]. Product: [C:3]([O:7][C:8](=[O:25])[NH:9][C@@H:10]([CH2:18][C:19]1[CH:24]=[CH:23][CH:22]=[CH:21][CH:20]=1)[C@H:11]([C:13](=[O:17])[N:14]([CH3:15])[CH3:16])[O:12][CH3:26])([CH3:6])([CH3:4])[CH3:5]. The catalyst class is: 54. (9) Reactant: C([O:8][C:9]1[CH:10]=[C:11]2[C:16](=[CH:17][CH:18]=1)[CH:15]=[C:14]([C:19]([OH:24])([CH2:22][CH3:23])[CH2:20][CH3:21])[CH:13]=[CH:12]2)C1C=CC=CC=1.[H][H]. Product: [CH2:20]([C:19]([C:14]1[CH:15]=[C:16]2[C:11](=[CH:12][CH:13]=1)[CH:10]=[C:9]([OH:8])[CH:18]=[CH:17]2)([OH:24])[CH2:22][CH3:23])[CH3:21]. The catalyst class is: 8. (10) Reactant: [F:1][C:2]([F:13])([F:12])[C:3]1[CH:4]=[C:5]([CH:9]=[CH:10][CH:11]=1)[CH:6]=[N:7][OH:8].[Cl:14]N1C(=O)CCC1=O. Product: [OH:8][N:7]=[C:6]([Cl:14])[C:5]1[CH:9]=[CH:10][CH:11]=[C:3]([C:2]([F:12])([F:13])[F:1])[CH:4]=1. The catalyst class is: 34.